Dataset: Merck oncology drug combination screen with 23,052 pairs across 39 cell lines. Task: Regression. Given two drug SMILES strings and cell line genomic features, predict the synergy score measuring deviation from expected non-interaction effect. (1) Drug 1: CC(C)CC(NC(=O)C(Cc1ccccc1)NC(=O)c1cnccn1)B(O)O. Drug 2: CC1(c2nc3c(C(N)=O)cccc3[nH]2)CCCN1. Cell line: NCIH460. Synergy scores: synergy=8.98. (2) Synergy scores: synergy=41.0. Drug 2: NC1(c2ccc(-c3nc4ccn5c(=O)[nH]nc5c4cc3-c3ccccc3)cc2)CCC1. Drug 1: COC12C(COC(N)=O)C3=C(C(=O)C(C)=C(N)C3=O)N1CC1NC12. Cell line: SW837.